From a dataset of Reaction yield outcomes from USPTO patents with 853,638 reactions. Predict the reaction yield, written as a fraction of the theoretical maximum amount of product (1.0 means a 100% yield; for example, 0.34 means a 34% yield). (1) The reactants are [Cl:1][C:2]1[N:7]=[C:6]2[O:8][C@@H:9]([C:13]3[CH:14]=[C:15]([CH:20]=[CH:21][CH:22]=3)[C:16]([O:18][CH3:19])=[O:17])[CH2:10][C@H:11](O)[C:5]2=[CH:4][CH:3]=1.N12CCCN=C1CCCCC2.C1(P([N:48]=[N+:49]=[N-:50])(C2C=CC=CC=2)=O)C=CC=CC=1. The catalyst is O1CCCC1. The product is [N:48]([C@H:11]1[C:5]2[C:6](=[N:7][C:2]([Cl:1])=[CH:3][CH:4]=2)[O:8][C@@H:9]([C:13]2[CH:14]=[C:15]([CH:20]=[CH:21][CH:22]=2)[C:16]([O:18][CH3:19])=[O:17])[CH2:10]1)=[N+:49]=[N-:50]. The yield is 0.800. (2) The reactants are [C:1]([CH:5]([CH2:11][C:12]1[CH:17]=[CH:16][C:15]([O:18][CH3:19])=[CH:14][C:13]=1[CH2:20][NH:21][CH3:22])[CH2:6][C:7]([O:9][CH3:10])=[O:8])(OC)=[O:2].C(N(C(C)C)CC)(C)C. The catalyst is C1(C)C=CC=CC=1. The product is [CH3:19][O:18][C:15]1[CH:16]=[CH:17][C:12]2[CH2:11][CH:5]([CH2:6][C:7]([O:9][CH3:10])=[O:8])[C:1](=[O:2])[N:21]([CH3:22])[CH2:20][C:13]=2[CH:14]=1. The yield is 0.940.